The task is: Predict the product of the given reaction.. This data is from Forward reaction prediction with 1.9M reactions from USPTO patents (1976-2016). (1) Given the reactants [C:1]1([CH:7]([C:29]2[CH:34]=[CH:33][CH:32]=[CH:31][CH:30]=2)[CH2:8][CH2:9][NH:10][C:11]([C:13]2[CH:14]([C:22]3[CH:27]=[CH:26][CH:25]=[C:24]([Cl:28])[CH:23]=3)[N:15]=[C:16](OC)[NH:17][C:18]=2[CH3:19])=[O:12])[CH:6]=[CH:5][CH:4]=[CH:3][CH:2]=1.C(=O)([O-])[O-].[NH4+:39].[NH4+].C([O-])(=O)C.[NH4+], predict the reaction product. The product is: [C:1]1([CH:7]([C:29]2[CH:34]=[CH:33][CH:32]=[CH:31][CH:30]=2)[CH2:8][CH2:9][NH:10][C:11]([C:13]2[CH:14]([C:22]3[CH:27]=[CH:26][CH:25]=[C:24]([Cl:28])[CH:23]=3)[N:15]=[C:16]([NH2:39])[NH:17][C:18]=2[CH3:19])=[O:12])[CH:6]=[CH:5][CH:4]=[CH:3][CH:2]=1. (2) The product is: [Si:1]([O:8][CH2:9][C:10]1[C:11]([F:22])=[C:12]([N:16]2[CH2:21][CH2:20][N:19]([C:24]3[CH:25]=[CH:26][C:27]([C:30]([O:32][CH3:33])=[O:31])=[N:28][CH:29]=3)[CH2:18][CH2:17]2)[CH:13]=[CH:14][CH:15]=1)([C:4]([CH3:7])([CH3:5])[CH3:6])([CH3:3])[CH3:2]. Given the reactants [Si:1]([O:8][CH2:9][C:10]1[C:11]([F:22])=[C:12]([N:16]2[CH2:21][CH2:20][NH:19][CH2:18][CH2:17]2)[CH:13]=[CH:14][CH:15]=1)([C:4]([CH3:7])([CH3:6])[CH3:5])([CH3:3])[CH3:2].Br[C:24]1[CH:25]=[CH:26][C:27]([C:30]([O:32][CH3:33])=[O:31])=[N:28][CH:29]=1.C1(P(C2CCCCC2)C2C=CC=CC=2C2C(C(C)C)=CC(C(C)C)=CC=2C(C)C)CCCCC1.P([O-])([O-])([O-])=O.[K+].[K+].[K+], predict the reaction product. (3) Given the reactants [CH3:1][CH:2]([CH2:8][C:9]1[CH:10]=[N:11][CH:12]=[CH:13][CH:14]=1)[C:3](OCC)=[O:4].[H-].[Al+3].[Li+].[H-].[H-].[H-], predict the reaction product. The product is: [CH3:1][CH:2]([CH2:8][C:9]1[CH:10]=[N:11][CH:12]=[CH:13][CH:14]=1)[CH2:3][OH:4]. (4) The product is: [CH2:11]([C:9]1[S:8][C:6]2[N:7]=[C:2]([NH:34][CH2:33][C:32]3[CH:35]=[CH:36][C:29]([F:28])=[CH:30][CH:31]=3)[N:3]=[C:4]([N:13]3[CH2:18][CH2:17][N:16]([C:19](=[O:27])[CH2:20][C:21]4[CH:26]=[CH:25][CH:24]=[CH:23][CH:22]=4)[CH2:15][CH2:14]3)[C:5]=2[CH:10]=1)[CH3:12]. Given the reactants Cl[C:2]1[N:3]=[C:4]([N:13]2[CH2:18][CH2:17][N:16]([C:19](=[O:27])[CH2:20][C:21]3[CH:26]=[CH:25][CH:24]=[CH:23][CH:22]=3)[CH2:15][CH2:14]2)[C:5]2[CH:10]=[C:9]([CH2:11][CH3:12])[S:8][C:6]=2[N:7]=1.[F:28][C:29]1[CH:36]=[CH:35][C:32]([CH2:33][NH2:34])=[CH:31][CH:30]=1, predict the reaction product. (5) Given the reactants C[Si](C)(C)[N-][Si](C)(C)C.[Li+].[C:11]1([C@@H:17]2[C@@H:21]([C:22]3[CH:27]=[CH:26][CH:25]=[CH:24][CH:23]=3)[O:20][C:19]3([CH2:31][CH2:30][C@H:29]([CH2:32]S(C4N(C5C=CC=CC=5)N=NN=4)(=O)=O)[CH2:28]3)[O:18]2)[CH:16]=[CH:15][CH:14]=[CH:13][CH:12]=1.[CH:47]1([C:50]2[CH:51]=[CH:52][C:53]([C:58]([C:60]3[CH:65]=[CH:64][C:63]([CH2:66][CH3:67])=[CH:62][CH:61]=3)=O)=[N:54][C:55]=2[O:56][CH3:57])[CH2:49][CH2:48]1.[Cl-].[NH4+], predict the reaction product. The product is: [CH:47]1([C:50]2[C:55]([O:56][CH3:57])=[N:54][C:53](/[C:58](/[C:60]3[CH:61]=[CH:62][C:63]([CH2:66][CH3:67])=[CH:64][CH:65]=3)=[CH:32]/[C@H:29]3[CH2:30][CH2:31][C:19]4([O:20][C@H:21]([C:22]5[CH:23]=[CH:24][CH:25]=[CH:26][CH:27]=5)[C@@H:17]([C:11]5[CH:16]=[CH:15][CH:14]=[CH:13][CH:12]=5)[O:18]4)[CH2:28]3)=[CH:52][CH:51]=2)[CH2:48][CH2:49]1. (6) Given the reactants [C:1]([O:5][C:6](=[O:16])[NH:7][CH:8]1[CH2:13][CH2:12][CH2:11][CH:10]([CH2:14][OH:15])[CH2:9]1)([CH3:4])([CH3:3])[CH3:2].CC(OI1(OC(C)=O)(OC(C)=O)OC(=O)C2C=CC=CC1=2)=O, predict the reaction product. The product is: [C:1]([O:5][C:6](=[O:16])[NH:7][CH:8]1[CH2:13][CH2:12][CH2:11][CH:10]([CH:14]=[O:15])[CH2:9]1)([CH3:4])([CH3:2])[CH3:3]. (7) Given the reactants [CH3:1][O:2][C:3]1[CH:22]=[CH:21][C:6]([CH2:7][C@@H:8]2[C:12]3=[N:13][C:14]4[CH:19]=[CH:18][CH:17]=[CH:16][C:15]=4[N:11]3[C:10](=[O:20])[NH:9]2)=[CH:5][CH:4]=1.[NH2:23][C@H:24]([C:26]1[CH:35]=[CH:34][C:29]([C:30]([O:32][CH3:33])=[O:31])=[CH:28][CH:27]=1)[CH3:25].C(O)(C(F)(F)F)=O, predict the reaction product. The product is: [NH:11]1[C:15]2[CH:16]=[CH:17][CH:18]=[CH:19][C:14]=2[N:13]=[C:12]1[C@H:8]([NH:9][C:10](=[O:20])[NH:23][C@H:24]([C:26]1[CH:35]=[CH:34][C:29]([C:30]([O:32][CH3:33])=[O:31])=[CH:28][CH:27]=1)[CH3:25])[CH2:7][C:6]1[CH:21]=[CH:22][C:3]([O:2][CH3:1])=[CH:4][CH:5]=1. (8) Given the reactants [NH2:1][CH2:2][CH2:3][CH2:4][NH:5][C:6](=[O:12])[O:7][C:8]([CH3:11])([CH3:10])[CH3:9].[Cl:13][C:14]1[C:19]([N+:20]([O-:22])=[O:21])=[C:18](Cl)[CH:17]=[C:16]([CH2:24][CH2:25][CH2:26][CH2:27][CH3:28])[N:15]=1.C(N(CC)CC)C, predict the reaction product. The product is: [Cl:13][C:14]1[C:19]([N+:20]([O-:22])=[O:21])=[C:18]([NH:1][CH2:2][CH2:3][CH2:4][NH:5][C:6](=[O:12])[O:7][C:8]([CH3:9])([CH3:11])[CH3:10])[CH:17]=[C:16]([CH2:24][CH2:25][CH2:26][CH2:27][CH3:28])[N:15]=1.